From a dataset of Full USPTO retrosynthesis dataset with 1.9M reactions from patents (1976-2016). Predict the reactants needed to synthesize the given product. (1) The reactants are: COC1C=CC(C[N:8](CC2C=CC(OC)=CC=2)[C:9]2[N:14]=[CH:13][C:12]([C:15]3[C:16]4[CH2:29][CH2:28][N:27]([C:30]5[CH:38]=[CH:37][C:33]([C:34](O)=[O:35])=[CH:32][CH:31]=5)[C:17]=4[N:18]=[C:19]([N:21]4[CH2:26][CH2:25][O:24][CH2:23][CH2:22]4)[N:20]=3)=[CH:11][N:10]=2)=CC=1.[CH3:50][N:51]([CH3:55])[CH2:52][CH2:53][NH2:54]. Given the product [NH2:8][C:9]1[N:14]=[CH:13][C:12]([C:15]2[C:16]3[CH2:29][CH2:28][N:27]([C:30]4[CH:38]=[CH:37][C:33]([C:34]([NH:54][CH2:53][CH2:52][N:51]([CH3:55])[CH3:50])=[O:35])=[CH:32][CH:31]=4)[C:17]=3[N:18]=[C:19]([N:21]3[CH2:22][CH2:23][O:24][CH2:25][CH2:26]3)[N:20]=2)=[CH:11][N:10]=1, predict the reactants needed to synthesize it. (2) The reactants are: Br[C:2]1[CH:7]=[CH:6][C:5]([O:8][C:9]([F:12])([F:11])[F:10])=[CH:4][CH:3]=1.[Li]CCCC.[C:18]([O:22][C:23]([N:25]1[CH2:30][CH2:29][CH:28]([CH:31]=[O:32])[CH2:27][CH2:26]1)=[O:24])([CH3:21])([CH3:20])[CH3:19]. Given the product [C:18]([O:22][C:23]([N:25]1[CH2:30][CH2:29][CH:28]([CH:31]([OH:32])[C:2]2[CH:7]=[CH:6][C:5]([O:8][C:9]([F:12])([F:11])[F:10])=[CH:4][CH:3]=2)[CH2:27][CH2:26]1)=[O:24])([CH3:21])([CH3:20])[CH3:19], predict the reactants needed to synthesize it. (3) Given the product [CH3:1][O:2][C:3]1[CH:4]=[C:5]([NH:11][C:12]2[N:17]=[C:16]([N:18]3[C:22]([CH3:23])=[CH:21][C:20]([C:24]([F:25])([F:27])[F:26])=[N:19]3)[C:15]([C:28]3[CH:29]=[C:30]([C:36]([NH:45][S:42]([CH:40]([CH3:41])[CH3:39])(=[O:44])=[O:43])=[O:37])[C:31]([O:34][CH3:35])=[N:32][CH:33]=3)=[CH:14][N:13]=2)[CH:6]=[C:7]([O:9][CH3:10])[CH:8]=1, predict the reactants needed to synthesize it. The reactants are: [CH3:1][O:2][C:3]1[CH:4]=[C:5]([NH:11][C:12]2[N:17]=[C:16]([N:18]3[C:22]([CH3:23])=[CH:21][C:20]([C:24]([F:27])([F:26])[F:25])=[N:19]3)[C:15]([C:28]3[CH:29]=[C:30]([C:36](O)=[O:37])[C:31]([O:34][CH3:35])=[N:32][CH:33]=3)=[CH:14][N:13]=2)[CH:6]=[C:7]([O:9][CH3:10])[CH:8]=1.[CH3:39][CH:40]([S:42]([NH2:45])(=[O:44])=[O:43])[CH3:41].C(N(CC)CC)C.[I-].ClC1C=CC=C[N+]=1C. (4) Given the product [CH3:44][O:45][CH2:46][C:47]([O:1][C@H:2]([C@@H:24]([NH:32][C:33](=[O:43])[C@H:34]([CH:40]([CH3:42])[CH3:41])[NH:35][C:36]([O:38][CH3:39])=[O:37])[CH2:25][C:26]1[CH:27]=[CH:28][CH:29]=[CH:30][CH:31]=1)[CH2:3][N:4]([CH2:17][CH:18]1[CH2:23][CH2:22][CH2:21][CH2:20][CH2:19]1)[NH:5][C:6](=[O:16])[C@H:7]([CH:13]([CH3:14])[CH3:15])[NH:8][C:9]([O:11][CH3:12])=[O:10])=[O:48], predict the reactants needed to synthesize it. The reactants are: [OH:1][C@H:2]([C@@H:24]([NH:32][C:33](=[O:43])[C@H:34]([CH:40]([CH3:42])[CH3:41])[NH:35][C:36]([O:38][CH3:39])=[O:37])[CH2:25][C:26]1[CH:31]=[CH:30][CH:29]=[CH:28][CH:27]=1)[CH2:3][N:4]([CH2:17][CH:18]1[CH2:23][CH2:22][CH2:21][CH2:20][CH2:19]1)[NH:5][C:6](=[O:16])[C@H:7]([CH:13]([CH3:15])[CH3:14])[NH:8][C:9]([O:11][CH3:12])=[O:10].[CH3:44][O:45][CH2:46][C:47](Cl)=[O:48].